This data is from Full USPTO retrosynthesis dataset with 1.9M reactions from patents (1976-2016). The task is: Predict the reactants needed to synthesize the given product. (1) Given the product [CH2:1]([O:8][C:9]1[C:10]([C:24]([O:26][CH3:27])=[O:25])=[CH:11][C:12]([CH:28]2[CH2:30][CH2:29]2)=[C:13]([C:15]2[CH:20]=[CH:19][C:18]([F:21])=[CH:17][C:16]=2[F:22])[CH:14]=1)[C:2]1[CH:7]=[CH:6][CH:5]=[CH:4][CH:3]=1, predict the reactants needed to synthesize it. The reactants are: [CH2:1]([O:8][C:9]1[C:10]([C:24]([O:26][CH3:27])=[O:25])=[CH:11][C:12](Br)=[C:13]([C:15]2[CH:20]=[CH:19][C:18]([F:21])=[CH:17][C:16]=2[F:22])[CH:14]=1)[C:2]1[CH:7]=[CH:6][CH:5]=[CH:4][CH:3]=1.[CH:28]1(B(O)O)[CH2:30][CH2:29]1.C(=O)([O-])[O-].[Na+].[Na+].C1(P(C2CCCCC2)C2C=CC=CC=2C2C(OC)=CC=CC=2OC)CCCCC1. (2) Given the product [CH:27]([NH:30][C:3]([C:5]1[N:6]([CH3:26])[N:7]=[C:8]([O:10][CH2:11][C:12]2[C:13]([C:19]3[CH:24]=[CH:23][C:22]([F:25])=[CH:21][CH:20]=3)=[N:14][O:15][C:16]=2[CH2:17][OH:18])[CH:9]=1)=[O:2])([CH3:29])[CH3:28], predict the reactants needed to synthesize it. The reactants are: C[O:2][C:3]([C:5]1[N:6]([CH3:26])[N:7]=[C:8]([O:10][CH2:11][C:12]2[C:13]([C:19]3[CH:24]=[CH:23][C:22]([F:25])=[CH:21][CH:20]=3)=[N:14][O:15][C:16]=2[CH2:17][OH:18])[CH:9]=1)=O.[CH:27]([NH2:30])([CH3:29])[CH3:28]. (3) Given the product [CH3:3][O:4][C:5]1[CH:6]=[C:7]([CH:33]=[CH:34][C:35]=1[O:36][CH2:37][C:38]1[N:39]=[C:40]([C:44]2[CH:49]=[CH:48][CH:47]=[CH:46][CH:45]=2)[O:41][C:42]=1[CH3:43])[CH2:8][N:9]1[C:21]2[CH:20]=[CH:19][CH:18]=[C:17]([O:22][CH:23]([C:27]3[CH:32]=[CH:31][CH:30]=[CH:29][CH:28]=3)[C:24]([O-:26])=[O:25])[C:16]=2[C:15]2[C:10]1=[CH:11][CH:12]=[CH:13][CH:14]=2.[Na+:2], predict the reactants needed to synthesize it. The reactants are: [OH-].[Na+:2].[CH3:3][O:4][C:5]1[CH:6]=[C:7]([CH:33]=[CH:34][C:35]=1[O:36][CH2:37][C:38]1[N:39]=[C:40]([C:44]2[CH:49]=[CH:48][CH:47]=[CH:46][CH:45]=2)[O:41][C:42]=1[CH3:43])[CH2:8][N:9]1[C:21]2[CH:20]=[CH:19][CH:18]=[C:17]([O:22][CH:23]([C:27]3[CH:32]=[CH:31][CH:30]=[CH:29][CH:28]=3)[C:24]([OH:26])=[O:25])[C:16]=2[C:15]2[C:10]1=[CH:11][CH:12]=[CH:13][CH:14]=2. (4) Given the product [O:1]1[CH2:5][CH2:4][CH:3]([C:6]([O:8][CH3:14])=[O:7])[CH2:2]1, predict the reactants needed to synthesize it. The reactants are: [O:1]1[CH2:5][CH2:4][CH:3]([C:6]([OH:8])=[O:7])[CH2:2]1.S(=O)(=O)(O)O.[CH3:14]O. (5) Given the product [O:1]1[CH2:5][CH2:4][O:3][CH:2]1[CH2:6][C:7]1[CH:8]=[C:9]([CH:13]=[CH:14][CH:15]=1)[C:10]([N:18]([CH3:19])[CH3:17])=[O:11], predict the reactants needed to synthesize it. The reactants are: [O:1]1[CH2:5][CH2:4][O:3][CH:2]1[CH2:6][C:7]1[CH:8]=[C:9]([CH:13]=[CH:14][CH:15]=1)[C:10](O)=[O:11].Cl.[CH3:17][NH:18][CH3:19].C(Cl)CCl. (6) Given the product [Cl:1][C:2]1[C:10]([OH:11])=[CH:9][CH:8]=[C:7]2[C:3]=1[C:4]1[C:5]([NH:6]2)=[N:20][C:19]2=[N:18][N:17]=[C:16]([CH2:21][C:22]3[CH:27]=[CH:26][C:25]([OH:28])=[CH:24][CH:23]=3)[N:15]2[N:14]=1, predict the reactants needed to synthesize it. The reactants are: [Cl:1][C:2]1[C:10]([OH:11])=[CH:9][CH:8]=[C:7]2[C:3]=1[C:4](=O)[C:5](=O)[NH:6]2.[NH2:14][N:15]1[C:19]([NH2:20])=[N:18][N:17]=[C:16]1[CH2:21][C:22]1[CH:27]=[CH:26][C:25]([OH:28])=[CH:24][CH:23]=1. (7) Given the product [CH3:52][O:51][C:50]1[C:45]([NH:44][C:42]([C:40]2[N:41]=[C:37]([O:35][C:25]3[CH:26]=[C:27]4[C:31](=[CH:32][C:24]=3[O:23][CH3:22])[CH2:30][CH2:29][C:28]4([CH3:33])[CH3:34])[S:38][CH:39]=2)=[O:43])=[C:46]([O:67][CH3:68])[N:47]=[C:48]([NH:53][CH2:54][CH2:55][N:56]([CH:64]([CH3:66])[CH3:65])[C:57](=[O:63])[O:58][C:59]([CH3:60])([CH3:61])[CH3:62])[N:49]=1, predict the reactants needed to synthesize it. The reactants are: C(C1C=C(C=CC=1)OC1OC=C(C(OCC)=O)N=1)(C)(C)C.[CH3:22][O:23][C:24]1[CH:32]=[C:31]2[C:27]([C:28]([CH3:34])([CH3:33])[CH2:29][CH2:30]2)=[CH:26][C:25]=1[OH:35].Br[C:37]1[S:38][CH:39]=[C:40]([C:42]([NH:44][C:45]2[C:46]([O:67][CH3:68])=[N:47][C:48]([NH:53][CH2:54][CH2:55][N:56]([CH:64]([CH3:66])[CH3:65])[C:57](=[O:63])[O:58][C:59]([CH3:62])([CH3:61])[CH3:60])=[N:49][C:50]=2[O:51][CH3:52])=[O:43])[N:41]=1. (8) Given the product [Cl:3][C:4]1[C:9]([Cl:10])=[C:8]([O:11][CH3:12])[CH:7]=[CH:6][C:5]=1[N:13]1[CH2:18][CH2:17][N:16]([CH2:19][CH2:20][C@H:21]2[CH2:22][CH2:23][C@H:24]([NH:27][C:33]([NH2:30])=[O:38])[CH2:25][CH2:26]2)[CH2:15][CH2:14]1, predict the reactants needed to synthesize it. The reactants are: Cl.Cl.[Cl:3][C:4]1[C:9]([Cl:10])=[C:8]([O:11][CH3:12])[CH:7]=[CH:6][C:5]=1[N:13]1[CH2:18][CH2:17][N:16]([CH2:19][CH2:20][C@H:21]2[CH2:26][CH2:25][C@H:24]([NH2:27])[CH2:23][CH2:22]2)[CH2:15][CH2:14]1.C([N:30]([CH2:33]C)CC)C.ClC(Cl)([O:38]C(=O)OC(Cl)(Cl)Cl)Cl.N. (9) The reactants are: [CH3:1][C:2]1([CH3:21])[CH2:11][CH2:10][C:9]([CH3:13])([CH3:12])[C:8]2[CH:7]=[C:6]([C:14]#[C:15][C:16]([O:18][CH2:19][CH3:20])=[O:17])[CH:5]=[CH:4][C:3]1=2.[CH3:22]C1C(C#C)=CC2C(C)(C)CCC(C)(C)C=2C=1.COC(Cl)=O.C([Li])CCC. Given the product [CH3:22][C:5]1[C:6]([C:14]#[C:15][C:16]([O:18][CH2:19][CH3:20])=[O:17])=[CH:7][C:8]2[C:9]([CH3:12])([CH3:13])[CH2:10][CH2:11][C:2]([CH3:21])([CH3:1])[C:3]=2[CH:4]=1, predict the reactants needed to synthesize it.